This data is from Tyrosyl-DNA phosphodiesterase HTS with 341,365 compounds. The task is: Binary Classification. Given a drug SMILES string, predict its activity (active/inactive) in a high-throughput screening assay against a specified biological target. (1) The compound is S(c1n(nnn1)C1CC1)CC(=O)N1CCN(CC1)c1c(F)cccc1. The result is 0 (inactive). (2) The molecule is O=C/1N(c2cc(OC)ccc2)C(=O)NC(=O)C1=C/c1c2c3c(CCc3ccc2)cc1. The result is 0 (inactive). (3) The compound is s1c2nc(nc(N3CCN(CC3)c3ncccc3)c2c(c1C(=O)Nc1c(cc(cc1)C)C)C)C. The result is 0 (inactive). (4) The molecule is O(CC(=O)N(c1c(n(Cc2ccccc2)c(=O)[nH]c1=O)N)CC)C(=O)C(Oc1ccccc1)CC. The result is 0 (inactive). (5) The molecule is S(CC(=O)Nc1c(n(n(c1=O)c1ccccc1)C)C)c1n2c(cc(nc2nn1)C)C. The result is 0 (inactive).